This data is from Reaction yield outcomes from USPTO patents with 853,638 reactions. The task is: Predict the reaction yield, written as a fraction of the theoretical maximum amount of product (1.0 means a 100% yield; for example, 0.34 means a 34% yield). (1) The reactants are CC1[C@H]2C(C)(C)[C@H](C2)CC=1.B.S(C)C.[CH:15]1([C:20]([O:22][CH2:23][C:24]2[CH:29]=[CH:28][CH:27]=[CH:26][CH:25]=2)=[O:21])[CH2:19][CH:18]=[CH:17][CH2:16]1.C1C[O:33]CC1. No catalyst specified. The product is [OH:33][CH:17]1[CH2:18][CH2:19][CH:15]([C:20]([O:22][CH2:23][C:24]2[CH:25]=[CH:26][CH:27]=[CH:28][CH:29]=2)=[O:21])[CH2:16]1. The yield is 0.370. (2) The reactants are [CH2:1]([O:3][C:4](=[O:27])[CH2:5][O:6][C:7]1[CH:12]=[C:11]([F:13])[C:10]([CH3:14])=[CH:9][C:8]=1[C:15](=O)[NH:16][CH2:17][C:18]1[CH:23]=[CH:22][C:21]([Br:24])=[CH:20][C:19]=1[F:25])[CH3:2].P12(SP3(SP(SP(S3)(S1)=S)(=S)S2)=S)=[S:29]. The catalyst is N1C=CC=CC=1.C(OCC)(=O)C. The product is [CH2:1]([O:3][C:4](=[O:27])[CH2:5][O:6][C:7]1[CH:12]=[C:11]([F:13])[C:10]([CH3:14])=[CH:9][C:8]=1[C:15](=[S:29])[NH:16][CH2:17][C:18]1[CH:23]=[CH:22][C:21]([Br:24])=[CH:20][C:19]=1[F:25])[CH3:2]. The yield is 0.890.